From a dataset of Forward reaction prediction with 1.9M reactions from USPTO patents (1976-2016). Predict the product of the given reaction. (1) Given the reactants [CH3:1]I.[H-].[Na+].[Cl:5][C:6]1[CH:7]=[C:8]2[C:13](=[CH:14][CH:15]=1)[CH:12]=[C:11]([S:16]([CH2:19][C@@H:20]([NH:39][C:40](=[O:46])[O:41][C:42]([CH3:45])([CH3:44])[CH3:43])[C:21]([N:23]1[CH2:28][CH2:27][CH:26]([N:29]3[CH2:33][C:32]4=[CH:34][N:35]=[C:36]([CH3:37])[N:31]4[C:30]3=[O:38])[CH2:25][CH2:24]1)=[O:22])(=[O:18])=[O:17])[CH:10]=[CH:9]2.O, predict the reaction product. The product is: [C:42]([O:41][C:40](=[O:46])[N:39]([C@H:20]([CH2:19][S:16]([C:11]1[CH:10]=[CH:9][C:8]2[C:13](=[CH:14][CH:15]=[C:6]([Cl:5])[CH:7]=2)[CH:12]=1)(=[O:18])=[O:17])[C:21]([N:23]1[CH2:24][CH2:25][CH:26]([N:29]2[CH2:33][C:32]3=[CH:34][N:35]=[C:36]([CH3:37])[N:31]3[C:30]2=[O:38])[CH2:27][CH2:28]1)=[O:22])[CH3:1])([CH3:43])([CH3:45])[CH3:44]. (2) Given the reactants C([OH:3])C.C[C:5]1[C:10]([OH:11])=C(C)[C:8]2[CH2:13][CH2:14][C@:15]([CH2:18][CH2:19][CH2:20][C@@H:21]([CH2:23][CH2:24][CH2:25][C@@H:26]([CH2:28][CH2:29]CC(C)C)C)C)(C)O[C:7]=2[C:6]=1C, predict the reaction product. The product is: [C:10]([OH:3])(=[O:11])[CH2:5][CH2:6][CH2:7][CH2:8][CH2:13][CH2:14][CH2:15]/[CH:18]=[CH:19]\[CH2:20]/[CH:21]=[CH:23]\[CH2:24][CH2:25][CH2:26][CH2:28][CH3:29].